This data is from Full USPTO retrosynthesis dataset with 1.9M reactions from patents (1976-2016). The task is: Predict the reactants needed to synthesize the given product. (1) Given the product [O:36]1[C:35]2[C:41](=[CH:42][CH:43]=[CH:44][CH:28]=2)[CH:40]=[CH:39][C:37]1=[O:38], predict the reactants needed to synthesize it. The reactants are: C[C@H]1[C@]23C[C@H](C(C)(C)[C@@H]2CC1)[C@@](O)(C)CC3.O=CC1C=CC(O)=C(OC)C=1.[CH2:28]1[CH2:44][CH2:43][CH2:42][CH2:41][CH2:40][CH2:39][C:37](=[O:38])[O:36][CH2:35]CCCCCC1. (2) Given the product [N:1]1([C:6]2[CH:25]=[CH:24][C:9]([CH2:10][C:11]3[C:12]([Cl:23])=[N:13][C:14]4[C:19]([C:20]=3[Cl:21])=[CH:18][C:17]([C:32]([C:31]3[N:27]([CH3:26])[CH:28]=[N:29][CH:30]=3)([C:34]3[CH:35]=[N:36][C:37]([C:40]([F:42])([F:41])[F:43])=[CH:38][CH:39]=3)[OH:33])=[CH:16][CH:15]=4)=[CH:8][CH:7]=2)[CH:5]=[CH:4][CH:3]=[N:2]1, predict the reactants needed to synthesize it. The reactants are: [N:1]1([C:6]2[CH:25]=[CH:24][C:9]([CH2:10][C:11]3[C:12]([Cl:23])=[N:13][C:14]4[C:19]([C:20]=3[Cl:21])=[CH:18][C:17](Br)=[CH:16][CH:15]=4)=[CH:8][CH:7]=2)[CH:5]=[CH:4][CH:3]=[N:2]1.[CH3:26][N:27]1[C:31]([C:32]([C:34]2[CH:35]=[N:36][C:37]([C:40]([F:43])([F:42])[F:41])=[CH:38][CH:39]=2)=[O:33])=[CH:30][N:29]=[CH:28]1.[Li]CCCC. (3) Given the product [NH:35]1[C:36]2[CH:42]=[CH:41][CH:40]=[CH:39][C:37]=2[N:38]=[C:34]1[NH:33][CH2:32][CH:29]1[CH2:30][CH2:31][CH:26]([NH:25][C:21](=[O:22])[CH2:20][N:11]2[CH2:10][CH2:9][CH:8]([CH2:7][C:6]([O:5][C:1]([CH3:3])([CH3:4])[CH3:2])=[O:24])[C:14]3[CH:15]=[CH:16][CH:17]=[CH:18][C:13]=3[C:12]2=[O:19])[CH2:27][CH2:28]1, predict the reactants needed to synthesize it. The reactants are: [C:1]([O:5][C:6](=[O:24])[CH2:7][CH:8]1[C:14]2[CH:15]=[CH:16][CH:17]=[CH:18][C:13]=2[C:12](=[O:19])[N:11]([CH2:20][C:21](O)=[O:22])[CH2:10][CH2:9]1)([CH3:4])([CH3:3])[CH3:2].[NH2:25][C@H:26]1[CH2:31][CH2:30][C@H:29]([CH2:32][NH:33][C:34]2[NH:38][C:37]3[CH:39]=[CH:40][CH:41]=[CH:42][C:36]=3[N:35]=2)[CH2:28][CH2:27]1. (4) Given the product [NH2:14][C:15]([CH2:21][CH3:22])([CH2:23][CH3:24])[C:16]([O:18][CH2:19][CH3:20])=[O:17], predict the reactants needed to synthesize it. The reactants are: C1(C(=[N:14][C:15]([CH2:23][CH3:24])([CH2:21][CH3:22])[C:16]([O:18][CH2:19][CH3:20])=[O:17])C2C=CC=CC=2)C=CC=CC=1.Cl.